Dataset: Catalyst prediction with 721,799 reactions and 888 catalyst types from USPTO. Task: Predict which catalyst facilitates the given reaction. (1) Reactant: [OH:1][CH2:2][C:3]1([CH3:26])[C:11]2[CH:10]=[N:9][C:8]([NH:12][CH:13]3[CH2:18][CH2:17][O:16][CH2:15][CH2:14]3)=[N:7][C:6]=2[CH2:5][N:4]1C(OC(C)(C)C)=O.Cl. Product: [CH3:26][C:3]1([CH2:2][OH:1])[C:11]2[CH:10]=[N:9][C:8]([NH:12][CH:13]3[CH2:18][CH2:17][O:16][CH2:15][CH2:14]3)=[N:7][C:6]=2[CH2:5][NH:4]1. The catalyst class is: 12. (2) Reactant: [Cl:1][C:2]1[CH:7]=[C:6]([C:8]2[CH:13]=[CH:12][C:11]([O:14][C:15]3[CH:20]=[CH:19][C:18]([F:21])=[CH:17][CH:16]=3)=[CH:10][CH:9]=2)[N:5]=[C:4]([NH2:22])[CH:3]=1.CCN(C(C)C)C(C)C.[C:32](Cl)(=[O:37])[C:33]([CH3:36])([CH3:35])[CH3:34]. Product: [Cl:1][C:2]1[CH:7]=[C:6]([C:8]2[CH:9]=[CH:10][C:11]([O:14][C:15]3[CH:20]=[CH:19][C:18]([F:21])=[CH:17][CH:16]=3)=[CH:12][CH:13]=2)[N:5]=[C:4]([NH:22][C:32](=[O:37])[C:33]([CH3:36])([CH3:35])[CH3:34])[CH:3]=1. The catalyst class is: 2. (3) Reactant: [F:1][C:2]1[CH:7]=[CH:6][C:5]([F:8])=[CH:4][C:3]=1[C:9]1[N:13]=[C:12]([C@H:14]([N:19]([CH2:30][C@H:31]2[C@@H:35]([F:36])[CH2:34][N:33](C(OCC3C=CC=CC=3)=O)[CH2:32]2)[C:20]([N:22]2[CH2:27][C@@H:26]([CH3:28])[O:25][C@@H:24]([CH3:29])[CH2:23]2)=[O:21])[C:15]([CH3:18])([CH3:17])[CH3:16])[N:11]([CH2:47][C:48]2[CH:53]=[CH:52][CH:51]=[C:50]([F:54])[CH:49]=2)[N:10]=1. Product: [F:1][C:2]1[CH:7]=[CH:6][C:5]([F:8])=[CH:4][C:3]=1[C:9]1[N:13]=[C:12]([C@H:14]([N:19]([CH2:30][C@H:31]2[C@@H:35]([F:36])[CH2:34][NH:33][CH2:32]2)[C:20]([N:22]2[CH2:23][C@@H:24]([CH3:29])[O:25][C@@H:26]([CH3:28])[CH2:27]2)=[O:21])[C:15]([CH3:17])([CH3:16])[CH3:18])[N:11]([CH2:47][C:48]2[CH:53]=[CH:52][CH:51]=[C:50]([F:54])[CH:49]=2)[N:10]=1. The catalyst class is: 29. (4) Reactant: Br[C:2]1[CH:3]=[CH:4][C:5]([O:8][CH2:9][CH:10]2[CH2:15][CH2:14][N:13]([CH2:16][C:17]3([C:21]([F:24])([F:23])[F:22])[CH2:20][CH2:19][CH2:18]3)[CH2:12][CH2:11]2)=[N:6][CH:7]=1.[CH3:25][O:26][C:27]([C:29]1[CH:34]=[CH:33][C:32](B(O)O)=[CH:31][CH:30]=1)=[O:28].C([O-])([O-])=O.[Cs+].[Cs+].C([O-])(O)=O.[Na+]. Product: [F:22][C:21]([F:24])([F:23])[C:17]1([CH2:16][N:13]2[CH2:14][CH2:15][CH:10]([CH2:9][O:8][C:5]3[N:6]=[CH:7][C:2]([C:32]4[CH:33]=[CH:34][C:29]([C:27]([O:26][CH3:25])=[O:28])=[CH:30][CH:31]=4)=[CH:3][CH:4]=3)[CH2:11][CH2:12]2)[CH2:20][CH2:19][CH2:18]1. The catalyst class is: 127. (5) Reactant: Cl[C:2]1[C:11]2=[N:12][N:13](CC3C=CC(OC)=CC=3)[CH:14]=[C:10]2[C:9]2[CH:8]=[C:7]([O:24][CH3:25])[CH:6]=[CH:5][C:4]=2[N:3]=1.[NH2:26][C:27]1[CH:28]=[C:29]([CH:32]=[CH:33][CH:34]=1)[C:30]#[N:31].Cl. Product: [CH3:25][O:24][C:7]1[CH:6]=[CH:5][C:4]2[N:3]=[C:2]([NH:26][C:27]3[CH:28]=[C:29]([CH:32]=[CH:33][CH:34]=3)[C:30]#[N:31])[C:11]3=[N:12][NH:13][CH:14]=[C:10]3[C:9]=2[CH:8]=1. The catalyst class is: 71. (6) Reactant: C[O:2][C:3](=[O:22])[C:4]1[C:5](=[C:10]([O:14][CH2:15][C:16]2[CH:21]=[CH:20][CH:19]=[CH:18][CH:17]=2)[CH:11]=[CH:12][CH:13]=1)[C:6]([O:8]C)=[O:7].[OH-].[Na+]. Product: [CH2:15]([O:14][C:10]1[CH:11]=[CH:12][CH:13]=[C:4]([C:3]([OH:22])=[O:2])[C:5]=1[C:6]([OH:8])=[O:7])[C:16]1[CH:21]=[CH:20][CH:19]=[CH:18][CH:17]=1. The catalyst class is: 8.